From a dataset of Reaction yield outcomes from USPTO patents with 853,638 reactions. Predict the reaction yield, written as a fraction of the theoretical maximum amount of product (1.0 means a 100% yield; for example, 0.34 means a 34% yield). (1) The reactants are [CH3:1][C:2]1[N:6]([C:7]2[CH:12]=[CH:11][CH:10]=[CH:9][C:8]=2CCN)[N:5]=[N:4][N:3]=1.[OH:16][C@H:17]1[CH2:22][CH2:21][C@@H:20]([NH:23][C:24]2[C:29]([C:30]#[N:31])=[CH:28][N:27]=[C:26](S(C)(=O)=O)[N:25]=2)[CH2:19][C:18]1([CH3:37])[CH3:36].O[C@H]1CC[C@@H:42]([NH:45]C2C(C#N)=CN=C(S(C)=O)N=2)[CH2:41]C1(C)C.CCN(C(C)C)C(C)C. No catalyst specified. The product is [OH:16][C@H:17]1[CH2:22][CH2:21][C@@H:20]([NH:23][C:24]2[C:29]([C:30]#[N:31])=[CH:28][N:27]=[C:26]([NH:45][CH2:42][CH2:41][C:11]3[CH:10]=[CH:9][CH:8]=[C:7]([N:6]4[C:2]([CH3:1])=[N:3][N:4]=[N:5]4)[CH:12]=3)[N:25]=2)[CH2:19][C:18]1([CH3:37])[CH3:36]. The yield is 0.210. (2) The reactants are C[O:2][C:3](=[O:18])[CH:4]([C:7]1[CH:12]=[CH:11][C:10]([O:13][CH2:14][CH2:15][CH2:16][CH3:17])=[CH:9][CH:8]=1)[CH2:5][CH3:6].[OH-].[Na+].Cl. The catalyst is CCO.O. The product is [CH2:14]([O:13][C:10]1[CH:9]=[CH:8][C:7]([CH:4]([CH2:5][CH3:6])[C:3]([OH:18])=[O:2])=[CH:12][CH:11]=1)[CH2:15][CH2:16][CH3:17]. The yield is 0.740. (3) The catalyst is C1COCC1.[Cl-].[Na+].O.[O-]CC.[O-]CC.[O-]CC.[O-]CC.[Ti+4]. The yield is 0.760. The reactants are [N+:1]([C:4]1[C:5]([CH:14]=O)=[CH:6][CH:7]=[C:8]2[C:13]=1[N:12]=[CH:11][CH:10]=[CH:9]2)([O-:3])=[O:2].[CH3:16][C:17]([S:20]([NH2:22])=[O:21])([CH3:19])[CH3:18].CCOC(C)=O. The product is [N+:1]([C:4]1[C:5](/[CH:14]=[N:22]/[S:20]([C:17]([CH3:19])([CH3:18])[CH3:16])=[O:21])=[CH:6][CH:7]=[C:8]2[C:13]=1[N:12]=[CH:11][CH:10]=[CH:9]2)([O-:3])=[O:2]. (4) The reactants are [Br:1][C:2]1[C:3]([F:12])=[C:4]2[C:10]([NH2:11])=[CH:9][NH:8][C:5]2=[N:6][CH:7]=1.[CH3:13][C:14]1[O:15][CH:16]=[C:17]([C:19](O)=[O:20])[N:18]=1.C(N(CC)CC)C.C1N(P(Cl)(N2C(=O)OCC2)=O)C(=O)OC1.O[Li].O. The catalyst is C(Cl)Cl.O. The product is [Br:1][C:2]1[C:3]([F:12])=[C:4]2[C:10]([NH:11][C:19]([C:17]3[N:18]=[C:14]([CH3:13])[O:15][CH:16]=3)=[O:20])=[CH:9][NH:8][C:5]2=[N:6][CH:7]=1. The yield is 0.560. (5) The reactants are Br[C:2]1[CH:3]=[CH:4][C:5]2[C:11]3[S:12][C:13]([C:15]([N:17]([C:21]4[CH:26]=[CH:25][CH:24]=[CH:23][C:22]=4[Cl:27])[CH2:18][CH2:19][OH:20])=[O:16])=[CH:14][C:10]=3[CH2:9][CH2:8][O:7][C:6]=2[CH:28]=1.C[OH:30].CN.C1CCN2[C:36](=[N:37][CH2:38]CC2)CC1. The catalyst is C1COCC1.C(OCC)(=O)C.[C-]#[O+].[C-]#[O+].[C-]#[O+].[C-]#[O+].[C-]#[O+].[C-]#[O+].[Mo]. The product is [Cl:27][C:22]1[CH:23]=[CH:24][CH:25]=[CH:26][C:21]=1[N:17]([CH2:18][CH2:19][OH:20])[C:15]([C:13]1[S:12][C:11]2[C:5]3[CH:4]=[CH:3][C:2]([C:38]([NH:37][CH3:36])=[O:30])=[CH:28][C:6]=3[O:7][CH2:8][CH2:9][C:10]=2[CH:14]=1)=[O:16]. The yield is 0.0430. (6) The reactants are [Cl:1][C:2]1[CH:3]=[C:4]([CH3:11])[C:5]([OH:10])=[C:6]([CH:9]=1)[CH:7]=[O:8].[OH-].[Na+].[OH-].[CH2:15]([N+](CCCC)(CCCC)CCCC)CCC.IC. The catalyst is ClCCl.O. The product is [Cl:1][C:2]1[CH:3]=[C:4]([CH3:11])[C:5]([O:10][CH3:15])=[C:6]([CH:9]=1)[CH:7]=[O:8]. The yield is 0.930.